This data is from NCI-60 drug combinations with 297,098 pairs across 59 cell lines. The task is: Regression. Given two drug SMILES strings and cell line genomic features, predict the synergy score measuring deviation from expected non-interaction effect. (1) Drug 1: C1CCC(C1)C(CC#N)N2C=C(C=N2)C3=C4C=CNC4=NC=N3. Drug 2: C1CCC(C(C1)N)N.C(=O)(C(=O)[O-])[O-].[Pt+4]. Cell line: U251. Synergy scores: CSS=2.99, Synergy_ZIP=-3.06, Synergy_Bliss=-4.09, Synergy_Loewe=-6.21, Synergy_HSA=-3.34. (2) Drug 1: C1CN1C2=NC(=NC(=N2)N3CC3)N4CC4. Drug 2: C1=NC2=C(N1)C(=S)N=CN2. Cell line: SNB-19. Synergy scores: CSS=19.7, Synergy_ZIP=-3.77, Synergy_Bliss=0.0517, Synergy_Loewe=-3.29, Synergy_HSA=1.93. (3) Synergy scores: CSS=-0.273, Synergy_ZIP=-0.803, Synergy_Bliss=-2.97, Synergy_Loewe=-2.90, Synergy_HSA=-2.68. Drug 1: CC(C)(C#N)C1=CC(=CC(=C1)CN2C=NC=N2)C(C)(C)C#N. Drug 2: CN(CC1=CN=C2C(=N1)C(=NC(=N2)N)N)C3=CC=C(C=C3)C(=O)NC(CCC(=O)O)C(=O)O. Cell line: T-47D. (4) Drug 1: CNC(=O)C1=CC=CC=C1SC2=CC3=C(C=C2)C(=NN3)C=CC4=CC=CC=N4. Drug 2: C1CN(P(=O)(OC1)NCCCl)CCCl. Cell line: SK-MEL-28. Synergy scores: CSS=-4.51, Synergy_ZIP=1.49, Synergy_Bliss=0.344, Synergy_Loewe=-3.27, Synergy_HSA=-3.09. (5) Drug 1: CCN(CC)CCCC(C)NC1=C2C=C(C=CC2=NC3=C1C=CC(=C3)Cl)OC. Drug 2: C1C(C(OC1N2C=NC(=NC2=O)N)CO)O. Cell line: BT-549. Synergy scores: CSS=23.0, Synergy_ZIP=-4.83, Synergy_Bliss=-3.08, Synergy_Loewe=2.05, Synergy_HSA=2.83. (6) Drug 1: C1CN(CCN1C(=O)CCBr)C(=O)CCBr. Drug 2: CC1C(C(CC(O1)OC2CC(CC3=C2C(=C4C(=C3O)C(=O)C5=CC=CC=C5C4=O)O)(C(=O)C)O)N)O. Cell line: HCT-15. Synergy scores: CSS=37.8, Synergy_ZIP=-4.19, Synergy_Bliss=-3.64, Synergy_Loewe=-2.17, Synergy_HSA=-0.0325.